From a dataset of Catalyst prediction with 721,799 reactions and 888 catalyst types from USPTO. Predict which catalyst facilitates the given reaction. (1) Reactant: [CH2:1]([C:3]1[C:8]([C:9]#[N:10])=[CH:7][N:6]=[CH:5][N:4]=1)[CH3:2].[OH-].[NH4+]. Product: [CH2:1]([C:3]1[C:8]([CH2:9][NH2:10])=[CH:7][N:6]=[CH:5][N:4]=1)[CH3:2]. The catalyst class is: 94. (2) The catalyst class is: 8. Product: [Cl:8][C:9]1[C:10]([O:18][CH2:19][CH2:20][CH2:21][Si:22]([CH3:23])([CH3:25])[CH3:24])=[CH:11][C:12]([S:16][CH3:17])=[C:13]([NH:15][CH:4]=[N:5][C:6]#[N:7])[CH:14]=1. Reactant: C(O[CH:4]=[N:5][C:6]#[N:7])C.[Cl:8][C:9]1[C:10]([O:18][CH2:19][CH2:20][CH2:21][Si:22]([CH3:25])([CH3:24])[CH3:23])=[CH:11][C:12]([S:16][CH3:17])=[C:13]([NH2:15])[CH:14]=1. (3) Reactant: [Br:1][C:2]1[CH:8]=[CH:7][C:5]([NH2:6])=[CH:4][CH:3]=1.Cl.[N:10]([O-])=O.[Na+].NC1C=CC=CC=1.S([O-])([O-])=O.[NH4+].[NH4+]. Product: [Br:1][C:2]1[CH:8]=[CH:7][C:5]([NH:6][NH2:10])=[CH:4][CH:3]=1. The catalyst class is: 6. (4) Reactant: [NH:1]1[CH2:5][CH2:4][CH2:3][CH2:2]1.[C:6](Cl)(Cl)=[O:7].[O:10]1[CH:14]=[CH:13][CH:12]=[C:11]1[C:15]1[NH:23][C:22]([NH2:24])=[N:21][C:20]2[C:16]=1[N:17]=[CH:18][N:19]=2.CCN(CC)CC. Product: [O:10]1[CH:14]=[CH:13][CH:12]=[C:11]1[C:15]1[N:23]=[C:22]([NH2:24])[N:21]=[C:20]2[C:16]=1[N:17]=[CH:18][N:19]2[C:6]([N:1]1[CH2:5][CH2:4][CH2:3][CH2:2]1)=[O:7]. The catalyst class is: 93. (5) Reactant: [F:1][C:2]1[CH:32]=[CH:31][C:5]([O:6][C:7]2[CH:12]=[CH:11][C:10]([S:13]([N:16]3[CH2:25][CH2:24][C:23]4[C:18](=[CH:19][CH:20]=[C:21]([OH:26])[CH:22]=4)[CH:17]3[C:27]([O:29][CH3:30])=[O:28])(=[O:15])=[O:14])=[CH:9][CH:8]=2)=[CH:4][CH:3]=1.C1(P(C2C=CC=CC=2)C2C=CC=CC=2)C=CC=CC=1.CCOC(/N=N/C(OCC)=O)=O.[CH3:64][N:65]1[CH2:70][CH2:69][N:68]([CH2:71][CH2:72][CH2:73]O)[CH2:67][CH2:66]1. Product: [F:1][C:2]1[CH:3]=[CH:4][C:5]([O:6][C:7]2[CH:8]=[CH:9][C:10]([S:13]([N:16]3[CH2:25][CH2:24][C:23]4[C:18](=[CH:19][CH:20]=[C:21]([O:26][CH2:73][CH2:72][CH2:71][N:68]5[CH2:69][CH2:70][N:65]([CH3:64])[CH2:66][CH2:67]5)[CH:22]=4)[CH:17]3[C:27]([O:29][CH3:30])=[O:28])(=[O:14])=[O:15])=[CH:11][CH:12]=2)=[CH:31][CH:32]=1. The catalyst class is: 1. (6) The catalyst class is: 14. Product: [S:13]([N:23]1[C:10]2[CH2:9][CH2:8][CH2:7][C:6](=[O:12])[C:5]=2[CH:4]=[N:2]1)([C:16]1[CH:22]=[CH:21][C:19]([CH3:20])=[CH:18][CH:17]=1)(=[O:15])=[O:14]. Reactant: C[N:2]([CH:4]=[C:5]1[C:10](=O)[CH2:9][CH2:8][CH2:7][C:6]1=[O:12])C.[S:13]([NH:23]N)([C:16]1[CH:22]=[CH:21][C:19]([CH3:20])=[CH:18][CH:17]=1)(=[O:15])=[O:14].CC(O)=O. (7) Reactant: [CH2:1]([O:8][N:9]1[C:14](=[O:15])[CH:13]=[C:12]([OH:16])[C:11]([C:17]([O:19][CH2:20][CH3:21])=[O:18])=[CH:10]1)[C:2]1[CH:7]=[CH:6][CH:5]=[CH:4][CH:3]=1.[F:22][C:23]([F:36])([F:35])[S:24](O[S:24]([C:23]([F:36])([F:35])[F:22])(=[O:26])=[O:25])(=[O:26])=[O:25].C(N(CC)CC)C.C(=O)([O-])O.[Na+]. Product: [CH2:1]([O:8][N:9]1[C:14](=[O:15])[CH:13]=[C:12]([O:16][S:24]([C:23]([F:36])([F:35])[F:22])(=[O:26])=[O:25])[C:11]([C:17]([O:19][CH2:20][CH3:21])=[O:18])=[CH:10]1)[C:2]1[CH:7]=[CH:6][CH:5]=[CH:4][CH:3]=1. The catalyst class is: 4. (8) Reactant: F[C:2]1[C:7]([C:8]2[N:16]=[CH:15][N:14]=[C:13]3[C:9]=2[N:10]=[CH:11][N:12]3[CH:17]2[CH2:22][CH2:21][CH2:20][CH2:19][O:18]2)=[CH:6][CH:5]=[CH:4][N:3]=1.[NH2:23][C:24]1[C:25]([F:38])=[C:26]([NH:31][S:32]([CH2:35][CH2:36][CH3:37])(=[O:34])=[O:33])[CH:27]=[CH:28][C:29]=1[F:30].C[Si]([N-][Si](C)(C)C)(C)C.[Na+]. Product: [F:38][C:25]1[C:24]([NH:23][C:2]2[C:7]([C:8]3[N:16]=[CH:15][N:14]=[C:13]4[C:9]=3[N:10]=[CH:11][N:12]4[CH:17]3[CH2:22][CH2:21][CH2:20][CH2:19][O:18]3)=[CH:6][CH:5]=[CH:4][N:3]=2)=[C:29]([F:30])[CH:28]=[CH:27][C:26]=1[NH:31][S:32]([CH2:35][CH2:36][CH3:37])(=[O:34])=[O:33]. The catalyst class is: 1. (9) Reactant: [C:1](Cl)(=[O:3])[CH3:2].[C:5]([O:9][C:10]([NH:12][C@@H:13]([CH2:21][C:22]1[CH:27]=[CH:26][C:25]([O:28][CH2:29][C:30]2[CH:35]=[CH:34][CH:33]=[CH:32][CH:31]=2)=[C:24]([O:36][CH2:37][C:38]2[CH:43]=[CH:42][CH:41]=[CH:40][CH:39]=2)[CH:23]=1)[C:14]([O:16][C@H:17]([CH3:20])[CH2:18][OH:19])=[O:15])=[O:11])([CH3:8])([CH3:7])[CH3:6].N1C=CC=CC=1. Product: [C:5]([O:9][C:10]([NH:12][C@@H:13]([CH2:21][C:22]1[CH:27]=[CH:26][C:25]([O:28][CH2:29][C:30]2[CH:31]=[CH:32][CH:33]=[CH:34][CH:35]=2)=[C:24]([O:36][CH2:37][C:38]2[CH:43]=[CH:42][CH:41]=[CH:40][CH:39]=2)[CH:23]=1)[C:14]([O:16][C@H:17]([CH3:20])[CH2:18][O:19][C:1](=[O:3])[CH3:2])=[O:15])=[O:11])([CH3:6])([CH3:7])[CH3:8]. The catalyst class is: 4.